Dataset: Full USPTO retrosynthesis dataset with 1.9M reactions from patents (1976-2016). Task: Predict the reactants needed to synthesize the given product. (1) Given the product [C:21]([O:20][C:18]([N:5]1[C:4]2[CH:7]=[C:8]([C:10]3[CH:15]=[CH:14][CH:13]=[C:12]([O:16][CH3:17])[CH:11]=3)[S:9][C:3]=2[C:2]([I:1])=[N:6]1)=[O:19])([CH3:24])([CH3:23])[CH3:22], predict the reactants needed to synthesize it. The reactants are: [I:1][C:2]1[C:3]2[S:9][C:8]([C:10]3[CH:15]=[CH:14][CH:13]=[C:12]([O:16][CH3:17])[CH:11]=3)=[CH:7][C:4]=2[NH:5][N:6]=1.[C:18](O[C:18]([O:20][C:21]([CH3:24])([CH3:23])[CH3:22])=[O:19])([O:20][C:21]([CH3:24])([CH3:23])[CH3:22])=[O:19]. (2) Given the product [C:1]1([CH:7]2[CH2:12][CH2:11][N:10]([CH2:13][CH2:14][CH2:15][C:16]3[CH:29]=[CH:28][C:27]4[NH:26][C:25](=[O:30])[C:24]5[C:19](=[CH:20][CH:21]=[CH:22][CH:23]=5)[C:18]=4[CH:17]=3)[CH2:9][CH2:8]2)[CH:6]=[CH:5][CH:4]=[CH:3][CH:2]=1, predict the reactants needed to synthesize it. The reactants are: [C:1]1([C:7]2[CH2:8][CH2:9][N:10]([CH2:13][CH2:14][CH2:15][C:16]3[CH:29]=[CH:28][C:27]4[NH:26][C:25](=[O:30])[C:24]5[C:19](=[CH:20][CH:21]=[CH:22][CH:23]=5)[C:18]=4[CH:17]=3)[CH2:11][CH:12]=2)[CH:6]=[CH:5][CH:4]=[CH:3][CH:2]=1.[H][H]. (3) The reactants are: C([O:8][C:9]1[CH:10]=[C:11]([CH:25]=[CH:26][C:27]=1[B:28]1[O:32][C:31]([CH3:34])([CH3:33])[C:30]([CH3:36])([CH3:35])[O:29]1)[C:12]([NH:14][C:15]1[CH:20]=[C:19]([C:21]([F:24])([F:23])[F:22])[CH:18]=[CH:17][N:16]=1)=[O:13])C1C=CC=CC=1.CO. Given the product [OH:8][C:9]1[CH:10]=[C:11]([CH:25]=[CH:26][C:27]=1[B:28]1[O:32][C:31]([CH3:34])([CH3:33])[C:30]([CH3:36])([CH3:35])[O:29]1)[C:12]([NH:14][C:15]1[CH:20]=[C:19]([C:21]([F:24])([F:22])[F:23])[CH:18]=[CH:17][N:16]=1)=[O:13], predict the reactants needed to synthesize it. (4) Given the product [C:1]([O:5][C:6](=[O:24])[N:7]([C:9]([C:16]1[CH:21]=[CH:20][C:19]([Cl:22])=[C:18]([Cl:23])[CH:17]=1)([CH2:13][N:14]([C:32](=[O:36])[CH:33]([CH3:35])[CH3:34])[CH3:15])[CH2:10][CH:11]=[CH2:12])[CH3:8])([CH3:2])([CH3:3])[CH3:4], predict the reactants needed to synthesize it. The reactants are: [C:1]([O:5][C:6](=[O:24])[N:7]([C:9]([C:16]1[CH:21]=[CH:20][C:19]([Cl:22])=[C:18]([Cl:23])[CH:17]=1)([CH2:13][NH:14][CH3:15])[CH2:10][CH:11]=[CH2:12])[CH3:8])([CH3:4])([CH3:3])[CH3:2].C(N(CC)CC)C.[C:32](Cl)(=[O:36])[CH:33]([CH3:35])[CH3:34]. (5) Given the product [F:8][C:6]1[CH:5]=[C:4]([C:9]2[C:17]3[C:12](=[CH:13][C:14]([O:18][CH2:32][CH:31]4[CH2:30][CH2:29][CH2:28][O:43]4)=[CH:15][CH:16]=3)[C:11](=[O:19])[C:10]=2[C:20]2[CH:21]=[N:22][CH:23]=[CH:24][CH:25]=2)[CH:3]=[C:2]([F:1])[CH:7]=1, predict the reactants needed to synthesize it. The reactants are: [F:1][C:2]1[CH:3]=[C:4]([C:9]2[C:17]3[C:12](=[CH:13][C:14]([OH:18])=[CH:15][CH:16]=3)[C:11](=[O:19])[C:10]=2[C:20]2[CH:21]=[N:22][CH:23]=[CH:24][CH:25]=2)[CH:5]=[C:6]([F:8])[CH:7]=1.BrC1[C:28](=[O:43])[C:29]2C(C=1C1C=CC=CC=1)=C[CH:32]=[C:31](O)[CH:30]=2.O1CCCC1CO.C1C=CC(P(C2C=CC=CC=2)C2C=CC=CC=2)=CC=1.CC(OC(/N=N/C(OC(C)C)=O)=O)C. (6) Given the product [O:1]1[C:5]2[CH:6]=[CH:7][C:8]([C:10]3[C:11]([O:36][CH2:37][CH2:38][OH:39])=[N:12][NH:13][C:14]=3[NH:15][S:16]([C:19]3[CH:24]=[CH:23][C:22]([C:25]([CH3:28])([CH3:26])[CH3:27])=[CH:21][CH:20]=3)(=[O:18])=[O:17])=[CH:9][C:4]=2[O:3][CH2:2]1, predict the reactants needed to synthesize it. The reactants are: [O:1]1[C:5]2[CH:6]=[CH:7][C:8]([C:10]3[C:11]([O:36][CH2:37][CH2:38][OH:39])=[N:12][N:13](CC4C=CC=CC=4)[C:14]=3[NH:15][S:16]([C:19]3[CH:24]=[CH:23][C:22]([C:25]([CH3:28])([CH3:27])[CH3:26])=[CH:21][CH:20]=3)(=[O:18])=[O:17])=[CH:9][C:4]=2[O:3][CH2:2]1.[H][H].